This data is from Full USPTO retrosynthesis dataset with 1.9M reactions from patents (1976-2016). The task is: Predict the reactants needed to synthesize the given product. Given the product [F:1][C:2]1[CH:9]=[C:8]([F:10])[CH:7]=[CH:6][C:3]=1[CH2:4][C:17]([CH2:16][CH2:15][C:14]([F:13])([F:22])[F:23])([C:18]#[N:19])[C:20]#[N:21], predict the reactants needed to synthesize it. The reactants are: [F:1][C:2]1[CH:9]=[C:8]([F:10])[CH:7]=[CH:6][C:3]=1[CH2:4]Br.[H-].[Na+].[F:13][C:14]([F:23])([F:22])[CH2:15][CH2:16][CH:17]([C:20]#[N:21])[C:18]#[N:19].